Dataset: Full USPTO retrosynthesis dataset with 1.9M reactions from patents (1976-2016). Task: Predict the reactants needed to synthesize the given product. Given the product [Cl:20][C:21]1[CH:26]=[CH:25][C:24]([C:2]2[C:7]([O:19][CH2:18][C:13]3[CH:14]=[CH:15][CH:16]=[CH:17][N:12]=3)=[N:6][CH:5]=[C:4]([CH:3]=2)[C:9]([NH:30][CH2:31][C:32]([CH:34]2[CH2:36][CH2:35]2)([OH:33])[CH3:37])=[O:11])=[CH:23][CH:22]=1, predict the reactants needed to synthesize it. The reactants are: Br[C:2]1[CH:3]=[C:4]([C:9]([OH:11])=O)[CH:5]=[N:6][C:7]=1Cl.[N:12]1[CH:17]=[CH:16][CH:15]=[CH:14][C:13]=1[CH2:18][OH:19].[Cl:20][C:21]1[CH:26]=[CH:25][C:24](B(O)O)=[CH:23][CH:22]=1.[NH2:30][CH2:31][C:32]([CH3:37])([CH:34]1[CH2:36][CH2:35]1)[OH:33].